From a dataset of Catalyst prediction with 721,799 reactions and 888 catalyst types from USPTO. Predict which catalyst facilitates the given reaction. (1) Reactant: C([NH:8][C:9]1[N:13]([CH2:14][CH2:15][O:16][CH3:17])[N:12]=[C:11](Br)[C:10]=1[N+:19]([O-])=O)C1C=CC=CC=1.[ClH:22]. Product: [ClH:22].[ClH:22].[NH2:19][C:10]1[CH:11]=[N:12][N:13]([CH2:14][CH2:15][O:16][CH3:17])[C:9]=1[NH2:8]. The catalyst class is: 29. (2) Reactant: [NH2:1][C:2]1[CH:7]=[CH:6][C:5]([Cl:8])=[CH:4][C:3]=1[C:9]1[N:10]=[C:11]2[CH2:18][CH2:17][C@@H:16]([C:19]([O:21]CC)=[O:20])[N:12]2[C:13](=[O:15])[CH:14]=1. Product: [NH2:1][C:2]1[CH:7]=[CH:6][C:5]([Cl:8])=[CH:4][C:3]=1[C:9]1[N:10]=[C:11]2[CH2:18][CH2:17][C@@H:16]([C:19]([OH:21])=[O:20])[N:12]2[C:13](=[O:15])[CH:14]=1. The catalyst class is: 89. (3) The catalyst class is: 112. Reactant: [N+:1]([C:4]1[CH:5]=[CH:6][C:7]2[O:12][C@:11]([CH:14]([O:17][CH3:18])[O:15][CH3:16])([CH3:13])[C@H:10]([OH:19])[C@@H:9]([N:20]3[C:24]4[CH:25]=[CH:26][CH:27]=[CH:28][C:23]=4[O:22][C:21]3=[S:29])[C:8]=2[CH:30]=1)([O-:3])=[O:2].[C:31](OC(=O)C)(=[O:33])[CH3:32].C(N(CC)CC)C.C([O-])(O)=O.[Na+]. Product: [N+:1]([C:4]1[CH:5]=[CH:6][C:7]2[O:12][C@:11]([CH:14]([O:15][CH3:16])[O:17][CH3:18])([CH3:13])[C@H:10]([O:19][C:31](=[O:33])[CH3:32])[C@@H:9]([N:20]3[C:24]4[CH:25]=[CH:26][CH:27]=[CH:28][C:23]=4[O:22][C:21]3=[S:29])[C:8]=2[CH:30]=1)([O-:3])=[O:2]. (4) Reactant: P(=O)([O-])O[CH2:3]C#N.[H-].[Na+].O=[C:11]1[CH2:15][N:14]([C:16]([O:18][C:19]([CH3:22])([CH3:21])[CH3:20])=[O:17])[C@H:13]([C:23]([O:25][CH3:26])=[O:24])[CH2:12]1.[Cl-].[NH4+]. Product: [CH2:3]=[C:11]1[CH2:15][N:14]([C:16]([O:18][C:19]([CH3:22])([CH3:21])[CH3:20])=[O:17])[C@H:13]([C:23]([O:25][CH3:26])=[O:24])[CH2:12]1. The catalyst class is: 56. (5) Reactant: [CH3:1][N:2]1[CH2:7][CH2:6][CH2:5][CH:4](OS(C)(=O)=O)[CH2:3]1.[N-:13]=[N+:14]=[N-:15].[Na+].O. Product: [N:13]([CH:4]1[CH2:5][CH2:6][CH2:7][N:2]([CH3:1])[CH2:3]1)=[N+:14]=[N-:15]. The catalyst class is: 3. (6) Reactant: [Br:1][C:2]1[C:7]([C:8]2[CH:12]=[C:11]([Si](C)(C)C)[O:10][N:9]=2)=[CH:6][CH:5]=[CH:4][N:3]=1.C(=O)([O-])[O-].[K+].[K+]. Product: [Br:1][C:2]1[C:7]([C:8]2[CH:12]=[CH:11][O:10][N:9]=2)=[CH:6][CH:5]=[CH:4][N:3]=1. The catalyst class is: 5. (7) Reactant: [NH2:1][C:2]1[CH:3]=[C:4]([N:8]2[C:13](=[O:14])[C:12]([CH2:15][C:16]3[CH:21]=[CH:20][CH:19]=[CH:18][CH:17]=3)=[N:11][C:10]3[CH:22]=[CH:23][CH:24]=[N:25][C:9]2=3)[CH:5]=[CH:6][CH:7]=1.C(N(CC)CC)C.Cl[C:34]([O:36][CH:37]([CH3:39])[CH3:38])=[O:35].C(=O)(O)[O-].[Na+]. Product: [CH2:15]([C:12]1[C:13](=[O:14])[N:8]([C:4]2[CH:5]=[CH:6][CH:7]=[C:2]([NH:1][C:34]([O:36][CH:37]([CH3:39])[CH3:38])=[O:35])[CH:3]=2)[C:9]2[N:25]=[CH:24][CH:23]=[CH:22][C:10]=2[N:11]=1)[C:16]1[CH:21]=[CH:20][CH:19]=[CH:18][CH:17]=1. The catalyst class is: 12. (8) Reactant: [NH2:1][CH2:2][CH2:3][C:4]1[CH:9]=[CH:8][C:7]([NH:10]/[C:11](=[C:18]2\[C:19](=[O:30])[NH:20][C:21]3[C:26]\2=[CH:25][C:24]([N+:27]([O-:29])=[O:28])=[CH:23][CH:22]=3)/[C:12]2[CH:17]=[CH:16][CH:15]=[CH:14][CH:13]=2)=[CH:6][CH:5]=1.[C:31](OC(=O)C)(=[O:33])[CH3:32]. Product: [C:31]([NH:1][CH2:2][CH2:3][C:4]1[CH:5]=[CH:6][C:7]([NH:10]/[C:11](=[C:18]2\[C:19](=[O:30])[NH:20][C:21]3[C:26]\2=[CH:25][C:24]([N+:27]([O-:29])=[O:28])=[CH:23][CH:22]=3)/[C:12]2[CH:17]=[CH:16][CH:15]=[CH:14][CH:13]=2)=[CH:8][CH:9]=1)(=[O:33])[CH3:32]. The catalyst class is: 15. (9) Reactant: [CH2:1]([O:8][C:9](=[O:24])[NH:10][C@@H:11]1[C:20]2[C:15](=[CH:16][CH:17]=[C:18]([O:21][CH3:22])[N:19]=2)[NH:14][C@H:13]([CH3:23])[CH2:12]1)[C:2]1[CH:7]=[CH:6][CH:5]=[CH:4][CH:3]=1.N1C=CC=CC=1.Cl[C:32]([O:34][CH2:35][CH3:36])=[O:33].C(O)(=O)CC(CC(O)=O)(C(O)=O)O. Product: [CH2:35]([O:34][C:32]([N:14]1[C:15]2[C:20](=[N:19][C:18]([O:21][CH3:22])=[CH:17][CH:16]=2)[C@@H:11]([NH:10][C:9]([O:8][CH2:1][C:2]2[CH:7]=[CH:6][CH:5]=[CH:4][CH:3]=2)=[O:24])[CH2:12][C@H:13]1[CH3:23])=[O:33])[CH3:36]. The catalyst class is: 2. (10) Reactant: [O:1]1[CH2:5][CH2:4][O:3][CH:2]1[CH2:6][NH:7][C:8]1[C:13]([N+:14]([O-])=O)=[CH:12][CH:11]=[C:10]([O:17][CH3:18])[N:9]=1. Product: [NH2:14][C:13]1[C:8]([NH:7][CH2:6][CH:2]2[O:3][CH2:4][CH2:5][O:1]2)=[N:9][C:10]([O:17][CH3:18])=[CH:11][CH:12]=1. The catalyst class is: 178.